This data is from Forward reaction prediction with 1.9M reactions from USPTO patents (1976-2016). The task is: Predict the product of the given reaction. (1) Given the reactants [N+:1]([C:4]1[CH:9]=[C:8]([N+:10]([O-:12])=[O:11])[CH:7]=[CH:6][C:5]=1[NH:13][CH2:14][CH2:15][CH2:16][CH2:17][CH2:18][CH2:19][CH2:20][CH2:21][NH:22][C:23]([CH:25]1[CH2:29][CH:28]([OH:30])[CH:27]([OH:31])[CH2:26]1)=[O:24])([O-:3])=[O:2].CCOC(C)=O, predict the reaction product. The product is: [N+:1]([C:4]1[CH:9]=[C:8]([N+:10]([O-:12])=[O:11])[CH:7]=[CH:6][C:5]=1[NH:13][CH2:14][CH2:15][CH2:16][CH2:17][CH2:18][CH2:19][CH2:20][CH2:21][NH:22][C:23](=[O:24])[CH:25]([CH2:26][CH:27]=[O:31])[CH2:29][CH:28]=[O:30])([O-:3])=[O:2]. (2) Given the reactants [C:1]([NH:4][C:5]1[S:9][C:8]2[CH2:10][CH2:11][CH2:12][CH2:13][C:7]=2[C:6]=1[C:14]([O:16][CH2:17][CH3:18])=[O:15])(=[O:3])[CH3:2].[Cr](O[Cr]([O-])(=O)=O)([O-])(=O)=[O:20].[K+].[K+], predict the reaction product. The product is: [C:1]([NH:4][C:5]1[S:9][C:8]2[C:10](=[O:20])[CH2:11][CH2:12][CH2:13][C:7]=2[C:6]=1[C:14]([O:16][CH2:17][CH3:18])=[O:15])(=[O:3])[CH3:2]. (3) The product is: [CH:1]1[CH:10]=[N:9][C:8]2[C:3](=[C:4]([N+:12]([O-:14])=[O:13])[CH:5]=[CH:6][C:7]=2[OH:11])[CH:2]=1.[NH:15]1[CH2:20][CH2:19][NH:18][CH2:17][CH2:16]1. Given the reactants [CH:1]1[CH:10]=[N:9][C:8]2[C:3](=[C:4]([N+:12]([O-:14])=[O:13])[CH:5]=[CH:6][C:7]=2[OH:11])[CH:2]=1.[NH:15]1[CH2:20][CH2:19][NH:18][CH2:17][CH2:16]1, predict the reaction product.